From a dataset of HIV replication inhibition screening data with 41,000+ compounds from the AIDS Antiviral Screen. Binary Classification. Given a drug SMILES string, predict its activity (active/inactive) in a high-throughput screening assay against a specified biological target. (1) The drug is CC(C)(C)[Si](C)(C)OCC1OC(n2ccc(=O)[nH]c2=O)C(O[Si](C)(C)C(C)(C)C)C1CC(=N)NO. The result is 0 (inactive). (2) The drug is COC1OC(COCc2ccc(Cl)cc2)C(OCc2ccc(Cl)cc2)C1N=[N+]=[N-]. The result is 0 (inactive). (3) The compound is S=C1N(c2ccc(Br)cc2)C2=Nc3ccccc3NC(=C2N=Nc2cc(Cl)ccc2Cl)N1c1ccc(Cl)cc1. The result is 0 (inactive). (4) The compound is COc1ccc(CCn2c(=O)c3ccccc3n(C)c2=O)cc1. The result is 0 (inactive). (5) The compound is COc1ccc(N2C(=O)C(=Cc3ccc(N(CCC#N)CCC#N)cc3)N=C2COc2ccccc2)cc1. The result is 0 (inactive).